From a dataset of Catalyst prediction with 721,799 reactions and 888 catalyst types from USPTO. Predict which catalyst facilitates the given reaction. Reactant: [C:1]([C:3]1[CH:4]=[C:5]([C:10]2[CH:15]=[CH:14][CH:13]=[C:12]([CH2:16][N:17]3[CH2:22][CH2:21][N:20]([C:23]([O:25][C:26]([CH3:29])([CH3:28])[CH3:27])=[O:24])[C@@H:19]([CH3:30])[CH2:18]3)[CH:11]=2)[CH:6]=[CH:7][C:8]=1[F:9])#[N:2].B. Product: [NH2:2][CH2:1][C:3]1[CH:4]=[C:5]([C:10]2[CH:15]=[CH:14][CH:13]=[C:12]([CH2:16][N:17]3[CH2:22][CH2:21][N:20]([C:23]([O:25][C:26]([CH3:29])([CH3:28])[CH3:27])=[O:24])[C@@H:19]([CH3:30])[CH2:18]3)[CH:11]=2)[CH:6]=[CH:7][C:8]=1[F:9]. The catalyst class is: 1.